Dataset: Full USPTO retrosynthesis dataset with 1.9M reactions from patents (1976-2016). Task: Predict the reactants needed to synthesize the given product. (1) Given the product [CH3:1][N:2]1[C:7](=[O:8])[CH:6]=[C:5]([C:9]2[CH:14]=[CH:13][N:12]=[CH:11][N:10]=2)[N:4]=[C:3]1[O:15][CH:16]1[CH2:17][CH2:18][N:19]([C:22]2[CH:29]=[CH:28][CH:27]=[CH:26][C:23]=2[CH2:24][N:30]2[CH2:35][CH2:34][O:33][CH2:32][CH2:31]2)[CH2:20][CH2:21]1, predict the reactants needed to synthesize it. The reactants are: [CH3:1][N:2]1[C:7](=[O:8])[CH:6]=[C:5]([C:9]2[CH:14]=[CH:13][N:12]=[CH:11][N:10]=2)[N:4]=[C:3]1[O:15][CH:16]1[CH2:21][CH2:20][N:19]([C:22]2[CH:29]=[CH:28][CH:27]=[CH:26][C:23]=2[CH:24]=O)[CH2:18][CH2:17]1.[NH:30]1[CH2:35][CH2:34][O:33][CH2:32][CH2:31]1.C(O[BH-](OC(=O)C)OC(=O)C)(=O)C.[Na+]. (2) Given the product [N:48]1([CH2:47][C:46]2[CH:45]=[CH:44][C:43]([C:2]3[CH:3]=[C:4]4[C:10]([C:11]5[CH:16]=[C:15]6[C:23](=[CH:22][CH:12]=5)[NH:18][CH:17]=[CH:14]6)=[CH:9][NH:8][C:5]4=[N:6][CH:7]=3)=[CH:54][CH:53]=2)[CH:52]=[CH:51][N:50]=[CH:49]1, predict the reactants needed to synthesize it. The reactants are: Br[C:2]1[CH:3]=[C:4]2[C:10]([C:11]3[CH:16]=[CH:15][C:14]([CH2:17][N:18]4[CH2:23][CH2:22]N(C)CC4)=C[CH:12]=3)=[CH:9][N:8](S(C3C=CC(C)=CC=3)(=O)=O)[C:5]2=[N:6][CH:7]=1.CC1(C)C(C)(C)OB([C:43]2[CH:54]=[CH:53][C:46]([CH2:47][N:48]3[CH:52]=[CH:51][N:50]=[CH:49]3)=[CH:45][CH:44]=2)O1.O. (3) Given the product [CH3:1][O:2][C:3]1[CH:4]=[C:5]([N:11]2[CH2:16][C:15]3[CH:17]=[N:18][C:19]4[NH:23][C:22]([C:33]([OH:35])=[O:34])=[CH:21][C:20]=4[C:14]=3[N:13]([CH3:36])[C:12]2=[O:37])[CH:6]=[C:7]([O:9][CH3:10])[CH:8]=1, predict the reactants needed to synthesize it. The reactants are: [CH3:1][O:2][C:3]1[CH:4]=[C:5]([N:11]2[CH2:16][C:15]3[CH:17]=[N:18][C:19]4[N:23](S(C5C=CC=CC=5)(=O)=O)[C:22]([C:33]([OH:35])=[O:34])=[CH:21][C:20]=4[C:14]=3[N:13]([CH3:36])[C:12]2=[O:37])[CH:6]=[C:7]([O:9][CH3:10])[CH:8]=1.CC(C)([O-])C.[K+].Cl.